Dataset: Forward reaction prediction with 1.9M reactions from USPTO patents (1976-2016). Task: Predict the product of the given reaction. (1) Given the reactants [NH2:1][C:2]1[C:3]([C:28]#[N:29])=[C:4]([C:16]2[CH:21]=[C:20]([O:22][CH2:23][CH3:24])[CH:19]=[C:18]([O:25][CH2:26][CH3:27])[CH:17]=2)[C:5]2[C:10](=[O:11])[N:9]([CH3:12])[C:8](=[O:13])[N:7]([CH3:14])[C:6]=2[N:15]=1.[H-].[Na+].Br[CH2:33][C:34]1[CH:43]=[CH:42][C:41]2[C:36](=[CH:37][CH:38]=[CH:39][CH:40]=2)[CH:35]=1, predict the reaction product. The product is: [CH2:26]([O:25][C:18]1[CH:17]=[C:16]([C:4]2[C:5]3[C:10](=[O:11])[N:9]([CH3:12])[C:8](=[O:13])[N:7]([CH3:14])[C:6]=3[N:15]=[C:2]([NH:1][CH2:33][C:34]3[CH:43]=[CH:42][C:41]4[C:36](=[CH:37][CH:38]=[CH:39][CH:40]=4)[CH:35]=3)[C:3]=2[C:28]#[N:29])[CH:21]=[C:20]([O:22][CH2:23][CH3:24])[CH:19]=1)[CH3:27]. (2) Given the reactants [CH2:1]([O:3][C@H:4]1[CH2:9][CH2:8][C@H:7]([NH:10]C(=O)OC(C)(C)C)[CH2:6][CH2:5]1)[CH3:2], predict the reaction product. The product is: [CH2:1]([O:3][C@H:4]1[CH2:9][CH2:8][C@H:7]([NH2:10])[CH2:6][CH2:5]1)[CH3:2]. (3) Given the reactants [C:1]([O:5][C:6]([N:8]1[CH2:12][CH2:11][CH2:10][C@H:9]1[C:13](O)=[O:14])=[O:7])(C)([CH3:3])[CH3:2].[F:16][C:17]([F:37])([F:36])[C:18]1[CH:23]=[CH:22][C:21]([S:24]([N:27]2[CH2:31][C@@H:30]3[C@@H:32]([NH2:35])[CH2:33][CH2:34][C@@H:29]3[CH2:28]2)(=[O:26])=[O:25])=[CH:20][CH:19]=1.FC(F)(F)C1C=C(S(N2C[C@H]3[C@H](N)CC[C@H]3C2)(=O)=O)C=CC=1, predict the reaction product. The product is: [O:14]=[C:13]([NH:35][C@@H:32]1[C@@H:30]2[C@@H:29]([CH2:28][N:27]([S:24]([C:21]3[CH:20]=[CH:19][C:18]([C:17]([F:16])([F:36])[F:37])=[CH:23][CH:22]=3)(=[O:25])=[O:26])[CH2:31]2)[CH2:34][CH2:33]1)[C@@H:9]([NH:8][C:6](=[O:7])[O:5][CH:1]([CH3:3])[CH3:2])[CH2:10][CH2:11][CH3:12]. (4) Given the reactants [OH:1][CH:2]1[CH2:7][CH:6]2[N:8]([C:9]([O:11][C:12]([CH3:15])([CH3:14])[CH3:13])=[O:10])[CH:3]1[CH2:4][CH2:5]2.[H-].[Na+].Cl[C:19]1[N:24]=[CH:23][C:22]([C:25]([F:28])([F:27])[F:26])=[CH:21][N:20]=1.O, predict the reaction product. The product is: [F:26][C:25]([F:28])([F:27])[C:22]1[CH:21]=[N:20][C:19]([O:1][CH:2]2[CH2:7][CH:6]3[N:8]([C:9]([O:11][C:12]([CH3:15])([CH3:14])[CH3:13])=[O:10])[CH:3]2[CH2:4][CH2:5]3)=[N:24][CH:23]=1. (5) Given the reactants [F:1][C:2]([F:35])([F:34])[C:3]1[CH:4]=[C:5]([CH:27]=[C:28]([C:30]([F:33])([F:32])[F:31])[CH:29]=1)[C:6]([N:8]1[CH2:26][CH2:25][C:11]2([N:15]([C:16]3[CH:21]=[CH:20][CH:19]=[CH:18][C:17]=3[CH3:22])[CH:14]([CH3:23])[NH:13][C:12]2=[O:24])[CH2:10][CH2:9]1)=[O:7].Cl[CH2:37][CH2:38][N:39]1[CH2:44][CH2:43][CH2:42][CH2:41][CH2:40]1, predict the reaction product. The product is: [F:35][C:2]([F:1])([F:34])[C:3]1[CH:4]=[C:5]([CH:27]=[C:28]([C:30]([F:33])([F:32])[F:31])[CH:29]=1)[C:6]([N:8]1[CH2:9][CH2:10][C:11]2([N:15]([C:16]3[CH:21]=[CH:20][CH:19]=[CH:18][C:17]=3[CH3:22])[CH:14]([CH3:23])[N:13]([CH2:37][CH2:38][N:39]3[CH2:44][CH2:43][CH2:42][CH2:41][CH2:40]3)[C:12]2=[O:24])[CH2:25][CH2:26]1)=[O:7]. (6) Given the reactants Cl[C:2]([O:4][C:5]1[CH:10]=[CH:9][CH:8]=[CH:7][CH:6]=1)=[O:3].[I:11][C:12]1[CH:13]=[N:14][NH:15][CH:16]=1.C(N(CC)CC)C.O, predict the reaction product. The product is: [I:11][C:12]1[CH:13]=[N:14][N:15]([C:2]([O:4][C:5]2[CH:10]=[CH:9][CH:8]=[CH:7][CH:6]=2)=[O:3])[CH:16]=1. (7) Given the reactants [O:1]1[CH2:6][CH2:5][CH2:4][CH2:3][CH:2]1[N:7]1[C:11]2[CH:12]=[CH:13][C:14]([CH2:16][NH:17][C:18](=[O:24])[O:19][C:20]([CH3:23])([CH3:22])[CH3:21])=[CH:15][C:10]=2[N:9]=[CH:8]1.[H-].[Na+].I[CH2:28][CH3:29], predict the reaction product. The product is: [CH2:28]([N:17]([CH2:16][C:14]1[CH:13]=[CH:12][C:11]2[N:7]([CH:2]3[CH2:3][CH2:4][CH2:5][CH2:6][O:1]3)[CH:8]=[N:9][C:10]=2[CH:15]=1)[C:18](=[O:24])[O:19][C:20]([CH3:21])([CH3:23])[CH3:22])[CH3:29].